From a dataset of Acute oral toxicity (LD50) regression data from Zhu et al.. Regression/Classification. Given a drug SMILES string, predict its toxicity properties. Task type varies by dataset: regression for continuous values (e.g., LD50, hERG inhibition percentage) or binary classification for toxic/non-toxic outcomes (e.g., AMES mutagenicity, cardiotoxicity, hepatotoxicity). Dataset: ld50_zhu. The molecule is OC1(c2ccc(Cl)c(Cl)c2)c2ccccc2C2=NCCCCN21. The rat oral LD50 is 3.06, given as -log10 of the dose in mol/kg body weight (higher means more acutely toxic).